Dataset: Reaction yield outcomes from USPTO patents with 853,638 reactions. Task: Predict the reaction yield, written as a fraction of the theoretical maximum amount of product (1.0 means a 100% yield; for example, 0.34 means a 34% yield). The reactants are [CH3:1][C:2]1[NH:3][C:4]2[C:5](=[O:14])[CH2:6][CH2:7][CH2:8][C:9]=2[C:10]=1[C:11]([OH:13])=O.[CH3:15][N:16]([CH3:21])[CH2:17][CH2:18][CH2:19][NH2:20]. No catalyst specified. The product is [CH3:15][N:16]([CH3:21])[CH2:17][CH2:18][CH2:19][NH:20][C:11]([C:10]1[C:9]2[CH2:8][CH2:7][CH2:6][C:5](=[O:14])[C:4]=2[NH:3][C:2]=1[CH3:1])=[O:13]. The yield is 0.830.